This data is from Peptide-MHC class II binding affinity with 134,281 pairs from IEDB. The task is: Regression. Given a peptide amino acid sequence and an MHC pseudo amino acid sequence, predict their binding affinity value. This is MHC class II binding data. (1) The peptide sequence is LVGPFNFRFMSKGGM. The MHC is DRB1_1001 with pseudo-sequence DRB1_1001. The binding affinity (normalized) is 0.594. (2) The peptide sequence is AGLLGNVSTVLLGGV. The MHC is DRB5_0101 with pseudo-sequence DRB5_0101. The binding affinity (normalized) is 0. (3) The peptide sequence is SGFIGFCKSMGSKCV. The MHC is DRB4_0101 with pseudo-sequence DRB4_0103. The binding affinity (normalized) is 0.153. (4) The MHC is HLA-DPA10103-DPB10301 with pseudo-sequence HLA-DPA10103-DPB10301. The peptide sequence is IVQTLNAMPEYQNLL. The binding affinity (normalized) is 0.316.